This data is from Catalyst prediction with 721,799 reactions and 888 catalyst types from USPTO. The task is: Predict which catalyst facilitates the given reaction. (1) Reactant: FC(F)(F)C(O)=O.[Cl:8][C:9]1[N:14]=[N:13][C:12]([C:15]2[S:19][C:18]([NH:20][C:21](=[O:23])[CH3:22])=[N:17][C:16]=2[CH3:24])=[CH:11][C:10]=1[NH:25]C(C1C=CC=CC=1)(C1C=CC=CC=1)C1C=CC=CC=1.CO. Product: [NH2:25][C:10]1[CH:11]=[C:12]([C:15]2[S:19][C:18]([NH:20][C:21](=[O:23])[CH3:22])=[N:17][C:16]=2[CH3:24])[N:13]=[N:14][C:9]=1[Cl:8]. The catalyst class is: 4. (2) Reactant: [CH3:1][N:2]1[CH:6]=[C:5]([C:7]2[S:15][C:14]3[C:9](=[N:10][CH:11]=[CH:12][C:13]=3[O:16][C:17]3[CH:22]=[CH:21][C:20]([NH2:23])=[CH:19][CH:18]=3)[CH:8]=2)[N:4]=[CH:3]1.[C:24]1([CH2:30][C:31]([N:33]=[C:34]=[S:35])=[O:32])[CH:29]=[CH:28][CH:27]=[CH:26][CH:25]=1. Product: [CH3:1][N:2]1[CH:6]=[C:5]([C:7]2[S:15][C:14]3[C:9](=[N:10][CH:11]=[CH:12][C:13]=3[O:16][C:17]3[CH:22]=[CH:21][C:20]([NH:23][C:34]([NH:33][C:31](=[O:32])[CH2:30][C:24]4[CH:25]=[CH:26][CH:27]=[CH:28][CH:29]=4)=[S:35])=[CH:19][CH:18]=3)[CH:8]=2)[N:4]=[CH:3]1. The catalyst class is: 1. (3) Reactant: [Cl:1][C:2]1[CH:3]=[C:4]([C:18]([O:20]C)=[O:19])[C:5]2[N:6]([CH:8]=[C:9]([C:11]3[CH:16]=[CH:15][CH:14]=[C:13]([F:17])[CH:12]=3)[N:10]=2)[N:7]=1.[OH-].[Na+]. Product: [Cl:1][C:2]1[CH:3]=[C:4]([C:18]([OH:20])=[O:19])[C:5]2[N:6]([CH:8]=[C:9]([C:11]3[CH:16]=[CH:15][CH:14]=[C:13]([F:17])[CH:12]=3)[N:10]=2)[N:7]=1. The catalyst class is: 20. (4) Reactant: [Cl:1][C:2]1[O:6][C:5]([CH:7]([C:19]2[CH:23]=[C:22]([CH:24]3OCC[O:25]3)[S:21][CH:20]=2)[O:8][Si:9]([CH:16]([CH3:18])[CH3:17])([CH:13]([CH3:15])[CH3:14])[CH:10]([CH3:12])[CH3:11])=[CH:4][CH:3]=1.O.Cl.C([O-])(O)=O.[Na+]. Product: [Cl:1][C:2]1[O:6][C:5]([CH:7]([O:8][Si:9]([CH:13]([CH3:15])[CH3:14])([CH:16]([CH3:18])[CH3:17])[CH:10]([CH3:11])[CH3:12])[C:19]2[CH:23]=[C:22]([CH:24]=[O:25])[S:21][CH:20]=2)=[CH:4][CH:3]=1. The catalyst class is: 1. (5) Reactant: [C:1]([C:4]1[C:12]2[C:11]([CH3:13])=[C:10]([C:14]([NH:16][C:17]3[CH:26]=[C:25]([C:27]([OH:30])([CH3:29])[CH3:28])[C:24]4[C:19](=[CH:20][CH:21]=[CH:22][CH:23]=4)[N:18]=3)=[O:15])[S:9][C:8]=2[C:7]([C:31](=[O:33])[CH3:32])=[CH:6][CH:5]=1)(=[O:3])[CH3:2].[ClH:34]. Product: [ClH:34].[C:1]([C:4]1[C:12]2[C:11]([CH3:13])=[C:10]([C:14]([NH:16][C:17]3[CH:26]=[C:25]([C:27]([OH:30])([CH3:29])[CH3:28])[C:24]4[C:19](=[CH:20][CH:21]=[CH:22][CH:23]=4)[N:18]=3)=[O:15])[S:9][C:8]=2[C:7]([C:31](=[O:33])[CH3:32])=[CH:6][CH:5]=1)(=[O:3])[CH3:2]. The catalyst class is: 41.